This data is from Reaction yield outcomes from USPTO patents with 853,638 reactions. The task is: Predict the reaction yield, written as a fraction of the theoretical maximum amount of product (1.0 means a 100% yield; for example, 0.34 means a 34% yield). (1) The reactants are [CH2:1]([O:3][C:4](=[O:17])[CH2:5][C:6]1([CH3:16])[CH2:15][CH2:14][C:13]2[C:8](=[CH:9][CH:10]=[CH:11][CH:12]=2)[O:7]1)[CH3:2].[Cl:18][S:19](O)(=[O:21])=[O:20]. The catalyst is C(Cl)(Cl)Cl. The product is [CH2:1]([O:3][C:4](=[O:17])[CH2:5][C:6]1([CH3:16])[CH2:15][CH2:14][C:13]2[C:8](=[CH:9][CH:10]=[C:11]([S:19]([Cl:18])(=[O:21])=[O:20])[CH:12]=2)[O:7]1)[CH3:2]. The yield is 0.0400. (2) The reactants are [NH2:1][C:2]1[C:10]2[C:5](=[C:6]([F:13])[CH:7]=[CH:8][C:9]=2[O:11][CH3:12])[N:4]([CH2:14][C:15]2[CH:16]=[C:17]([CH:21]=[CH:22][CH:23]=2)[C:18]([NH2:20])=[O:19])[N:3]=1.[Cl:24][C:25]1[S:29][C:28]([S:30](Cl)(=[O:32])=[O:31])=[CH:27][CH:26]=1. The catalyst is N1C=CC=CC=1.ClCCl.CO.CS(C)=O. The product is [Cl:24][C:25]1[S:29][C:28]([S:30]([NH:1][C:2]2[C:10]3[C:5](=[C:6]([F:13])[CH:7]=[CH:8][C:9]=3[O:11][CH3:12])[N:4]([CH2:14][C:15]3[CH:16]=[C:17]([CH:21]=[CH:22][CH:23]=3)[C:18]([NH2:20])=[O:19])[N:3]=2)(=[O:32])=[O:31])=[CH:27][CH:26]=1. The yield is 0.450. (3) The reactants are [N:1]1[CH:6]=[CH:5][CH:4]=[CH:3][C:2]=1[C:7]1[N:11]=[C:10]([C:12]2[CH:17]=[C:16]([OH:18])[CH:15]=[C:14]([C:19]#[N:20])[CH:13]=2)[O:9][N:8]=1.C(=O)([O-])[O-].[K+].[K+].Br[CH2:28][CH:29]1[CH2:31][CH2:30]1. The catalyst is CN(C)C=O.ClCCl. The product is [N:1]1[CH:6]=[CH:5][CH:4]=[CH:3][C:2]=1[C:7]1[N:11]=[C:10]([C:12]2[CH:17]=[C:16]([O:18][CH2:28][CH:29]3[CH2:31][CH2:30]3)[CH:15]=[C:14]([C:19]#[N:20])[CH:13]=2)[O:9][N:8]=1. The yield is 0.410. (4) The reactants are [CH:1]1[C:10]2CCCC[C:5]=2[CH:4]=[CH:3][C:2]=1[C:11](=[O:13])[CH3:12].[C:14]([OH:17])(=O)C.[Br:18]Br. No catalyst specified. The product is [Br:18][CH2:12][C:11]([C:2]1[CH:3]=[CH:4][CH:5]=[C:10]([O:17][CH3:14])[CH:1]=1)=[O:13]. The yield is 0.260.